From a dataset of NCI-60 drug combinations with 297,098 pairs across 59 cell lines. Regression. Given two drug SMILES strings and cell line genomic features, predict the synergy score measuring deviation from expected non-interaction effect. Drug 1: C1CC(C1)(C2=CC=C(C=C2)C3=C(C=C4C(=N3)C=CN5C4=NNC5=O)C6=CC=CC=C6)N. Drug 2: CN1C=C(C=N1)C2=C3N=C(C(=C(N3N=C2)N)Br)C4CCCNC4. Cell line: HT29. Synergy scores: CSS=53.0, Synergy_ZIP=6.26, Synergy_Bliss=5.94, Synergy_Loewe=12.6, Synergy_HSA=14.8.